This data is from Forward reaction prediction with 1.9M reactions from USPTO patents (1976-2016). The task is: Predict the product of the given reaction. (1) The product is: [NH2:1][C:2]1[N:27]2[N:28]=[C:29]([C:31]3[O:32][CH:33]=[CH:34][CH:35]=3)[N:3]=[C:4]2[C:5]2[CH:10]=[CH:9][N:8]([CH2:11][CH2:12][N:13]([CH3:14])[CH2:15][CH2:16][N:17]([C:19]3[CH:24]=[CH:23][C:22]([F:25])=[CH:21][C:20]=3[F:26])[CH3:18])[C:6]=2[N:7]=1. Given the reactants [NH2:1][C:2]1[N:3]=[C:4]([NH:27][NH:28][C:29]([C:31]2[O:32][CH:33]=[CH:34][CH:35]=2)=O)[C:5]2[CH:10]=[CH:9][N:8]([CH2:11][CH2:12][N:13]([CH2:15][CH2:16][N:17]([C:19]3[CH:24]=[CH:23][C:22]([F:25])=[CH:21][C:20]=3[F:26])[CH3:18])[CH3:14])[C:6]=2[N:7]=1, predict the reaction product. (2) The product is: [Br:20][C:21]1[CH:22]=[CH:23][C:24]([N:4]([CH2:5][CH2:6][CH2:7][CH2:8][C:14]([OH:15])=[O:17])[CH2:1][CH2:2][CH3:3])=[C:25]([CH:26]=[O:27])[CH:28]=1. Given the reactants [CH2:1]([N:4]1C[CH2:8][CH2:7][CH2:6][C:5]1=O)[CH2:2][CH3:3].[OH-].[Na+].Cl.[C:14](=[O:17])([O-])[O-:15].[Na+].[Na+].[Br:20][C:21]1[CH:22]=[CH:23][C:24](F)=[C:25]([CH:28]=1)[CH:26]=[O:27], predict the reaction product. (3) Given the reactants [F:1][C:2]1[CH:3]=[C:4]([CH:6]=[CH:7][C:8]=1[O:9][C:10]1[C:19]2[C:14](=[CH:15][C:16]([O:22][CH2:23][CH2:24][CH2:25][N:26]3[CH2:31][CH2:30][O:29][CH2:28][CH2:27]3)=[C:17]([O:20][CH3:21])[CH:18]=2)[N:13]=[CH:12][CH:11]=1)[NH2:5].[Cl:32][C:33]1[CH:38]=[CH:37][C:36]([N:39]2[CH2:43][CH2:42][CH:41]([C:44](O)=[O:45])[C:40]2=[O:47])=[CH:35][CH:34]=1, predict the reaction product. The product is: [Cl:32][C:33]1[CH:38]=[CH:37][C:36]([N:39]2[CH2:43][CH2:42][CH:41]([C:44]([NH:5][C:4]3[CH:6]=[CH:7][C:8]([O:9][C:10]4[C:19]5[C:14](=[CH:15][C:16]([O:22][CH2:23][CH2:24][CH2:25][N:26]6[CH2:31][CH2:30][O:29][CH2:28][CH2:27]6)=[C:17]([O:20][CH3:21])[CH:18]=5)[N:13]=[CH:12][CH:11]=4)=[C:2]([F:1])[CH:3]=3)=[O:45])[C:40]2=[O:47])=[CH:35][CH:34]=1.